From a dataset of TCR-epitope binding with 47,182 pairs between 192 epitopes and 23,139 TCRs. Binary Classification. Given a T-cell receptor sequence (or CDR3 region) and an epitope sequence, predict whether binding occurs between them. (1) The epitope is KAYNVTQAF. The TCR CDR3 sequence is CASSYPGLAGEQFF. Result: 1 (the TCR binds to the epitope). (2) The epitope is FVDGVPFVV. The TCR CDR3 sequence is CASSLAPGQGNYGYTF. Result: 1 (the TCR binds to the epitope). (3) Result: 1 (the TCR binds to the epitope). The TCR CDR3 sequence is CSGRNHRGNTEAFF. The epitope is SEISMDNSPNL. (4) The epitope is KLGGALQAK. The TCR CDR3 sequence is CASSLLDRVREDTQYF. Result: 0 (the TCR does not bind to the epitope).